Dataset: Catalyst prediction with 721,799 reactions and 888 catalyst types from USPTO. Task: Predict which catalyst facilitates the given reaction. (1) Reactant: C([Li])CCC.[CH3:6][N:7]1[CH:11]=[N:10][CH:9]=[N:8]1.[CH3:12][NH:13][C:14]1(C#N)[CH2:23][CH2:22][C:17]2([O:21][CH2:20][CH2:19][O:18]2)[CH2:16][CH2:15]1. Product: [CH3:12][NH:13][C:14]1([C:11]2[N:7]([CH3:6])[N:8]=[CH:9][N:10]=2)[CH2:23][CH2:22][C:17]2([O:21][CH2:20][CH2:19][O:18]2)[CH2:16][CH2:15]1. The catalyst class is: 7. (2) Reactant: C[O:2][C:3](=[O:31])[CH2:4][O:5][C:6]1[CH:15]=[CH:14][C:13]([F:16])=[C:12]2[C:7]=1[C:8]([O:27][CH:28]([F:30])[F:29])=[C:9]([CH2:19][C:20]1[CH:25]=[CH:24][C:23](Br)=[CH:22][CH:21]=1)[C:10]([CH2:17][CH3:18])=[N:11]2.[CH:32]([N:35]1[CH:39]=[CH:38][C:37](B2OC(C)(C)C(C)(C)O2)=[N:36]1)([CH3:34])[CH3:33].C(=O)([O-])[O-].[Cs+].[Cs+].Cl. Product: [F:30][CH:28]([F:29])[O:27][C:8]1[C:7]2[C:12](=[C:13]([F:16])[CH:14]=[CH:15][C:6]=2[O:5][CH2:4][C:3]([OH:2])=[O:31])[N:11]=[C:10]([CH2:17][CH3:18])[C:9]=1[CH2:19][C:20]1[CH:25]=[CH:24][C:23]([C:37]2[CH:38]=[CH:39][N:35]([CH:32]([CH3:34])[CH3:33])[N:36]=2)=[CH:22][CH:21]=1. The catalyst class is: 9. (3) Reactant: ClC1N=C(Cl)N=C(Cl)N=1.[CH2:10]([O:17][C:18]1[C:23](=[O:24])[N:22]2[CH:25]=[C:26]([CH3:29])[CH:27]=[CH:28][C:21]2=[N:20][C:19]=1[CH:30]=[N:31]O)[C:11]1[CH:16]=[CH:15][CH:14]=[CH:13][CH:12]=1.C(OCC)(=O)C. Product: [CH2:10]([O:17][C:18]1[C:23](=[O:24])[N:22]2[CH:25]=[C:26]([CH3:29])[CH:27]=[CH:28][C:21]2=[N:20][C:19]=1[C:30]#[N:31])[C:11]1[CH:12]=[CH:13][CH:14]=[CH:15][CH:16]=1. The catalyst class is: 9. (4) Reactant: [NH:1]1[CH2:6][CH2:5][CH:4]([NH:7][C:8](=[O:14])[O:9][C:10]([CH3:13])([CH3:12])[CH3:11])[CH2:3][CH2:2]1.CCN(CC)CC.[Br:22][C:23]1[CH:28]=[CH:27][C:26]([S:29](Cl)(=[O:31])=[O:30])=[CH:25][CH:24]=1. Product: [Br:22][C:23]1[CH:28]=[CH:27][C:26]([S:29]([N:1]2[CH2:2][CH2:3][CH:4]([NH:7][C:8](=[O:14])[O:9][C:10]([CH3:11])([CH3:13])[CH3:12])[CH2:5][CH2:6]2)(=[O:31])=[O:30])=[CH:25][CH:24]=1. The catalyst class is: 91. (5) Reactant: C1C=C(Cl)C=C(C(OO)=[O:9])C=1.[CH2:12]([N:14]1[C:20]2[N:21]=[CH:22][C:23]([CH2:25][CH2:26][O:27][C:28]3[C:37]4[C:32](=[CH:33][CH:34]=[CH:35][CH:36]=4)[N:31]=[CH:30][CH:29]=3)=[CH:24][C:19]=2[C:18](=[O:38])[N:17]([CH3:39])[C:16]2[CH:40]=[CH:41][CH:42]=[N:43][C:15]1=2)[CH3:13]. Product: [CH2:12]([N:14]1[C:20]2[N:21]=[CH:22][C:23]([CH2:25][CH2:26][O:27][C:28]3[C:37]4[C:32](=[CH:33][CH:34]=[CH:35][CH:36]=4)[N+:31]([O-:9])=[CH:30][CH:29]=3)=[CH:24][C:19]=2[C:18](=[O:38])[N:17]([CH3:39])[C:16]2[CH:40]=[CH:41][CH:42]=[N:43][C:15]1=2)[CH3:13]. The catalyst class is: 168. (6) Product: [NH2:2][C:1]1[C:14]2[C:9](=[CH:10][C:11]([I:15])=[CH:12][CH:13]=2)[N:8]=[N:7][C:3]=1[C:4]([NH2:6])=[O:5]. Reactant: [C:1]([CH:3]([N:7]=[N:8][C:9]1[CH:14]=[CH:13][CH:12]=[C:11]([I:15])[CH:10]=1)[C:4]([NH2:6])=[O:5])#[N:2].[Al+3].[Cl-].[Cl-].[Cl-].Cl. The catalyst class is: 11. (7) Reactant: [Cl:1][C:2]1[CH:3]=[C:4]([CH:7]=[CH:8][C:9]=1[O:10][CH3:11])[CH2:5][OH:6].[H-].[Na+].Cl[C:15]1[C:20]([C:21]([O:23][CH2:24][CH3:25])=[O:22])=[CH:19][N:18]=[C:17]([S:26][CH3:27])[N:16]=1.O. Product: [Cl:1][C:2]1[CH:3]=[C:4]([CH:7]=[CH:8][C:9]=1[O:10][CH3:11])[CH2:5][O:6][C:19]1[C:20]([C:21]([O:23][CH2:24][CH3:25])=[O:22])=[CH:15][N:16]=[C:17]([S:26][CH3:27])[N:18]=1. The catalyst class is: 3. (8) Reactant: [NH:1]1[CH2:6][CH2:5][NH:4][CH2:3][CH2:2]1.Cl[C:8]1[CH:13]=[CH:12][C:11]([Br:14])=[CH:10][N:9]=1.O. Product: [Br:14][C:11]1[CH:12]=[CH:13][C:8]([N:1]2[CH2:6][CH2:5][NH:4][CH2:3][CH2:2]2)=[N:9][CH:10]=1. The catalyst class is: 11.